From a dataset of Catalyst prediction with 721,799 reactions and 888 catalyst types from USPTO. Predict which catalyst facilitates the given reaction. (1) Reactant: [OH:1][C:2]1[C:7]([NH:8][C:9]2[C:12](=[O:13])[C:11](=[O:14])[C:10]=2OC)=[CH:6][CH:5]=[CH:4][C:3]=1[S:17]([N:20]([CH3:22])[CH3:21])(=[O:19])=[O:18].[CH3:23][C:24]1[O:28][C:27]([CH:29]([NH2:35])[C:30]2([CH3:34])[CH2:33][O:32][CH2:31]2)=[CH:26][CH:25]=1. Product: [OH:1][C:2]1[C:7]([NH:8][C:9]2[C:12](=[O:13])[C:11](=[O:14])[C:10]=2[NH:35][CH:29]([C:27]2[O:28][C:24]([CH3:23])=[CH:25][CH:26]=2)[C:30]2([CH3:34])[CH2:31][O:32][CH2:33]2)=[CH:6][CH:5]=[CH:4][C:3]=1[S:17]([N:20]([CH3:22])[CH3:21])(=[O:19])=[O:18]. The catalyst class is: 5. (2) Reactant: [NH2:1][CH2:2][CH:3]1[CH2:8][CH2:7][C:6]2[C:9]3[C:14]([NH:15][C:16]4[CH:25]=[CH:24][C:19]5[NH:20][C:21](=[O:23])[S:22][C:18]=5[CH:17]=4)=[N:13][CH:12]=[N:11][C:10]=3[S:26][C:5]=2[CH2:4]1.CN(C)C=O.[CH3:32][CH:33]([CH3:37])[C:34](Cl)=[O:35].C(N(CC)CC)C. Product: [CH3:32][CH:33]([CH3:37])[C:34]([NH:1][CH2:2][CH:3]1[CH2:8][CH2:7][C:6]2[C:9]3[C:14]([NH:15][C:16]4[CH:25]=[CH:24][C:19]5[NH:20][C:21](=[O:23])[S:22][C:18]=5[CH:17]=4)=[N:13][CH:12]=[N:11][C:10]=3[S:26][C:5]=2[CH2:4]1)=[O:35]. The catalyst class is: 6. (3) Reactant: [CH:1]([CH:3]1[CH2:7][CH2:6][N:5]([C:8]([O:10][C:11]([CH3:14])([CH3:13])[CH3:12])=[O:9])[CH2:4]1)=O.[C:15](=O)([O-])[O-].[K+].[K+].[N+](=C(P(=O)(OC)OC)C(=O)C)=[N-]. Product: [C:1]([CH:3]1[CH2:7][CH2:6][N:5]([C:8]([O:10][C:11]([CH3:14])([CH3:13])[CH3:12])=[O:9])[CH2:4]1)#[CH:15]. The catalyst class is: 5. (4) Reactant: S(Cl)(Cl)=O.[Cl:5][C:6]1[CH:11]=[CH:10][C:9]([C:12]2[CH:13]=[CH:14][C:15]([C:18]#[C:19][C:20]3[CH:21]=[CH:22][C:23](/C=C/CO)=[N:24][CH:25]=3)=[N:16][CH:17]=2)=[CH:8][CH:7]=1.C(=O)(O)[O-].[Na+]. Product: [Cl:5][C:6]1[CH:7]=[CH:8][C:9]([C:12]2[CH:13]=[CH:14][C:15]([C:18]#[C:19][C:20]3[CH:25]=[N:24][CH:23]=[CH:22][C:21]=3/[CH:8]=[CH:7]/[CH2:6][Cl:5])=[N:16][CH:17]=2)=[CH:10][CH:11]=1. The catalyst class is: 2. (5) Reactant: [CH3:1][O:2][C:3]([C:5]1[O:6][C:7]2[CH:13]=[CH:12][C:11]([O:14][CH3:15])=[CH:10][C:8]=2[CH:9]=1)=[O:4]. Product: [CH3:1][O:2][C:3]([CH:5]1[CH2:9][C:8]2[CH:10]=[C:11]([O:14][CH3:15])[CH:12]=[CH:13][C:7]=2[O:6]1)=[O:4]. The catalyst class is: 29. (6) Reactant: [Cl:1][CH2:2][C:3](Cl)=[O:4].[C:6]([NH:9][C:10]([CH2:21][CH2:22][C:23]1[CH:28]=[CH:27][C:26]([S:29][C:30]2[CH:35]=[CH:34][CH:33]=[CH:32][CH:31]=2)=[CH:25][CH:24]=1)([C:16]([O:18][CH2:19][CH3:20])=[O:17])[C:11]([O:13][CH2:14][CH3:15])=[O:12])(=[O:8])[CH3:7].[Al+3].[Cl-].[Cl-].[Cl-]. Product: [C:6]([NH:9][C:10]([CH2:21][CH2:22][C:23]1[CH:28]=[CH:27][C:26]([S:29][C:30]2[CH:31]=[CH:32][C:33]([C:3](=[O:4])[CH2:2][Cl:1])=[CH:34][CH:35]=2)=[CH:25][CH:24]=1)([C:16]([O:18][CH2:19][CH3:20])=[O:17])[C:11]([O:13][CH2:14][CH3:15])=[O:12])(=[O:8])[CH3:7]. The catalyst class is: 2. (7) Reactant: [Cl:1][C:2]1[CH:3]=[C:4]2[C:9](=[CH:10][C:11]=1[F:12])[NH:8][C:7](=[O:13])[C:6](/[CH:14]=[N:15]/[S@@:16]([C:18]([CH3:21])([CH3:20])[CH3:19])=[O:17])=[CH:5]2.[CH2:22](Cl)Cl.C[Mg]Br. Product: [Cl:1][C:2]1[CH:3]=[C:4]2[C:9](=[CH:10][C:11]=1[F:12])[NH:8][C:7](=[O:13])[C:6]([C@H:14]([NH:15][S@@:16]([C:18]([CH3:21])([CH3:20])[CH3:19])=[O:17])[CH3:22])=[CH:5]2. The catalyst class is: 6. (8) Reactant: [CH2:1]([O:8][N:9]1[C:18]2[C:13](=[CH:14][CH:15]=[CH:16][N:17]=2)[C:12]([OH:19])=[C:11](C(OCC)=O)[C:10]1=[O:25])[C:2]1[CH:7]=[CH:6][CH:5]=[CH:4][CH:3]=1.[OH-].[Na+]. Product: [CH2:1]([O:8][N:9]1[C:18]2[C:13](=[CH:14][CH:15]=[CH:16][N:17]=2)[C:12]([OH:19])=[CH:11][C:10]1=[O:25])[C:2]1[CH:7]=[CH:6][CH:5]=[CH:4][CH:3]=1. The catalyst class is: 5.